Dataset: Forward reaction prediction with 1.9M reactions from USPTO patents (1976-2016). Task: Predict the product of the given reaction. (1) Given the reactants [CH:1]1[C:13]2[CH:12]([CH2:14][O:15][C:16]([NH:18][C@@H:19]([CH:70]([CH3:72])[CH3:71])[C:20]([NH:22][C@@H:23]([CH3:69])[C:24]([NH:26][C:27]3[CH:32]=[CH:31][C:30]([C:33]4[CH2:34][CH:35]5[C@H:41]([OH:42])[N:40]([C:43]([O:45][C:46]([CH3:49])([CH3:48])[CH3:47])=[O:44])[C:39]6[CH:50]=[C:51]([O:56][Si:57]([CH:64]([CH3:66])[CH3:65])([CH:61]([CH3:63])[CH3:62])[CH:58]([CH3:60])[CH3:59])[C:52]([O:54][CH3:55])=[CH:53][C:38]=6[C:37](=[O:67])[N:36]5[CH:68]=4)=[CH:29][CH:28]=3)=[O:25])=[O:21])=[O:17])[C:11]3[C:6](=[CH:7][CH:8]=[CH:9][CH:10]=3)[C:5]=2[CH:4]=[CH:3][CH:2]=1.N1C(C)=CC=CC=1C.[Si:81](OS(C(F)(F)F)(=O)=O)([C:84]([CH3:87])([CH3:86])[CH3:85])([CH3:83])[CH3:82], predict the reaction product. The product is: [CH:10]1[C:11]2[CH:12]([CH2:14][O:15][C:16]([NH:18][C@@H:19]([CH:70]([CH3:72])[CH3:71])[C:20]([NH:22][C@@H:23]([CH3:69])[C:24]([NH:26][C:27]3[CH:28]=[CH:29][C:30]([C:33]4[CH2:34][CH:35]5[C@H:41]([O:42][Si:81]([C:84]([CH3:87])([CH3:86])[CH3:85])([CH3:83])[CH3:82])[N:40]([C:43]([O:45][C:46]([CH3:47])([CH3:48])[CH3:49])=[O:44])[C:39]6[CH:50]=[C:51]([O:56][Si:57]([CH:58]([CH3:59])[CH3:60])([CH:61]([CH3:62])[CH3:63])[CH:64]([CH3:66])[CH3:65])[C:52]([O:54][CH3:55])=[CH:53][C:38]=6[C:37](=[O:67])[N:36]5[CH:68]=4)=[CH:31][CH:32]=3)=[O:25])=[O:21])=[O:17])[C:13]3[C:5](=[CH:4][CH:3]=[CH:2][CH:1]=3)[C:6]=2[CH:7]=[CH:8][CH:9]=1. (2) Given the reactants Cl[CH:2]([CH3:17])[C:3]([C:5]1[C:6]([CH:14]([CH3:16])[CH3:15])=[N:7][N:8]2[CH:13]=[CH:12][CH:11]=[CH:10][C:9]=12)=[O:4].[CH2:18]([NH2:25])[C:19]1[CH:24]=[CH:23][CH:22]=[CH:21][CH:20]=1.[Na+].[I-], predict the reaction product. The product is: [CH2:18]([NH:25][CH:2]([CH3:17])[C:3]([C:5]1[C:6]([CH:14]([CH3:16])[CH3:15])=[N:7][N:8]2[CH:13]=[CH:12][CH:11]=[CH:10][C:9]=12)=[O:4])[C:19]1[CH:24]=[CH:23][CH:22]=[CH:21][CH:20]=1. (3) Given the reactants [CH2:1]([N:8]1[CH2:13][CH2:12][C:11]2([C:21]3[C:16](=[CH:17][CH:18]=[CH:19][C:20]=3[CH2:22][NH:23]C(=O)OC(C)(C)C)[N:15]([C:31]3[C:32]4[CH:39]([CH:40]([CH3:42])[CH3:41])[CH2:38][CH2:37][C:33]=4[N:34]=[CH:35][N:36]=3)[CH2:14]2)[CH2:10][CH2:9]1)[C:2]1[CH:7]=[CH:6][CH:5]=[CH:4][CH:3]=1.[ClH:43], predict the reaction product. The product is: [ClH:43].[ClH:43].[ClH:43].[CH2:1]([N:8]1[CH2:13][CH2:12][C:11]2([C:21]3[C:16](=[CH:17][CH:18]=[CH:19][C:20]=3[CH2:22][NH2:23])[N:15]([C:31]3[C:32]4[CH:39]([CH:40]([CH3:42])[CH3:41])[CH2:38][CH2:37][C:33]=4[N:34]=[CH:35][N:36]=3)[CH2:14]2)[CH2:10][CH2:9]1)[C:2]1[CH:3]=[CH:4][CH:5]=[CH:6][CH:7]=1. (4) Given the reactants [N:1]1([C:7]2[CH:8]=[CH:9][C:10]3[N:11]([C:13]([C:16]([F:19])([F:18])[F:17])=[N:14][N:15]=3)[N:12]=2)[CH2:6][CH2:5][NH:4][CH2:3][CH2:2]1.[N:20]1[C:29]2[C:24](=[CH:25][CH:26]=[CH:27][CH:28]=2)[CH:23]=[CH:22][C:21]=1[CH:30]=O, predict the reaction product. The product is: [F:19][C:16]([F:17])([F:18])[C:13]1[N:11]2[N:12]=[C:7]([N:1]3[CH2:2][CH2:3][N:4]([CH2:30][C:21]4[CH:22]=[CH:23][C:24]5[C:29](=[CH:28][CH:27]=[CH:26][CH:25]=5)[N:20]=4)[CH2:5][CH2:6]3)[CH:8]=[CH:9][C:10]2=[N:15][N:14]=1. (5) Given the reactants Br[C:2]1[CH:7]=[C:6]([C:8]([CH3:11])([CH3:10])[CH3:9])[CH:5]=[C:4]([C:12]([CH3:15])([CH3:14])[CH3:13])[CH:3]=1.C([Li])CCC.CCCCCC.[B:27](OC)([O:30]C)[O:28]C.Cl, predict the reaction product. The product is: [C:12]([C:4]1[CH:3]=[C:2]([B:27]([OH:30])[OH:28])[CH:7]=[C:6]([C:8]([CH3:11])([CH3:10])[CH3:9])[CH:5]=1)([CH3:15])([CH3:14])[CH3:13]. (6) The product is: [Cl:1][C:2]1[N:3]=[C:4]([C:11]2[CH:12]=[C:13]([CH2:17][C:18]#[N:19])[CH:14]=[CH:15][CH:16]=2)[C:5]2[CH:10]=[CH:9][N:8]([S:27]([C:30]3[CH:36]=[CH:35][C:33]([CH3:34])=[CH:32][CH:31]=3)(=[O:29])=[O:28])[C:6]=2[N:7]=1. Given the reactants [Cl:1][C:2]1[N:3]=[C:4]([C:11]2[CH:12]=[C:13]([CH2:17][C:18]#[N:19])[CH:14]=[CH:15][CH:16]=2)[C:5]2[CH:10]=[CH:9][NH:8][C:6]=2[N:7]=1.C(N(CC)CC)C.[S:27](Cl)([C:30]1[CH:36]=[CH:35][C:33]([CH3:34])=[CH:32][CH:31]=1)(=[O:29])=[O:28], predict the reaction product. (7) Given the reactants [OH:1][C@@H:2]1[CH2:6][CH2:5][N:4]([C:7]([C:9]2[S:17][C:16]3[C:11](=[N:12][CH:13]=[CH:14][C:15]=3[O:18][C:19]3[CH:20]=[CH:21][C:22]4[C:26]([C:27]([OH:29])=O)=[C:25]([CH3:30])[S:24][C:23]=4[CH:31]=3)[CH:10]=2)=[O:8])[CH2:3]1.[NH2:32][CH2:33][CH:34]1[CH2:36][CH2:35]1.C(N(C(C)C)CC)(C)C.CN(C(ON1N=NC2C=CC=CC1=2)=[N+](C)C)C.F[P-](F)(F)(F)(F)F, predict the reaction product. The product is: [CH:34]1([CH2:33][NH:32][C:27]([C:26]2[C:22]3[CH:21]=[CH:20][C:19]([O:18][C:15]4[CH:14]=[CH:13][N:12]=[C:11]5[CH:10]=[C:9]([C:7]([N:4]6[CH2:5][CH2:6][C@@H:2]([OH:1])[CH2:3]6)=[O:8])[S:17][C:16]=45)=[CH:31][C:23]=3[S:24][C:25]=2[CH3:30])=[O:29])[CH2:36][CH2:35]1. (8) Given the reactants [CH3:1][O:2][C:3]1[CH:4]=[C:5]2[CH:11]=[CH:10][NH:9][C:6]2=[N:7][CH:8]=1.[Br:12]N1C(=O)CCC1=O, predict the reaction product. The product is: [Br:12][C:11]1[C:5]2[C:6](=[N:7][CH:8]=[C:3]([O:2][CH3:1])[CH:4]=2)[NH:9][CH:10]=1. (9) Given the reactants [CH:1]1([NH:4][C:5]2[C:6]([CH3:18])=[C:7]([CH:11]=[CH:12][C:13]=2[S:14]([CH3:17])(=[O:16])=[O:15])[C:8]([OH:10])=O)[CH2:3][CH2:2]1.[CH3:19][N:20]1[C:24]([OH:25])=[CH:23][C:22]([CH3:26])=[N:21]1.Cl.CN(C)CCCN=C=NCC.CCN(CC)CC.[Si](C#N)(C)(C)C.[C-]#N.[K+], predict the reaction product. The product is: [CH3:19][N:20]1[C:24]([OH:25])=[C:23]([C:8](=[O:10])[C:7]2[CH:11]=[CH:12][C:13]([S:14]([CH3:17])(=[O:16])=[O:15])=[C:5]([NH:4][CH:1]3[CH2:2][CH2:3]3)[C:6]=2[CH3:18])[C:22]([CH3:26])=[N:21]1. (10) Given the reactants Br[C:2]1[CH:3]=[C:4]([NH2:9])[C:5]([CH3:8])=[N:6][CH:7]=1.CC1(C)C(C)(C)OB([C:18]2[CH:30]=[CH:29][C:21]3[N:22]=[C:23]([NH:25][C:26](=[O:28])[CH3:27])[S:24][C:20]=3[CH:19]=2)O1.C(=O)([O-])[O-].[K+].[K+], predict the reaction product. The product is: [NH2:9][C:4]1[CH:3]=[C:2]([C:18]2[CH:30]=[CH:29][C:21]3[N:22]=[C:23]([NH:25][C:26](=[O:28])[CH3:27])[S:24][C:20]=3[CH:19]=2)[CH:7]=[N:6][C:5]=1[CH3:8].